Dataset: Forward reaction prediction with 1.9M reactions from USPTO patents (1976-2016). Task: Predict the product of the given reaction. Given the reactants C[C@@H]1O[C@@H](OC[C@H]2O[C@@H]([O:16][C:17]3[CH:22]=[C:21]4[O:23][C:24]([C:28]5[CH:33]=[CH:32][C:31]([O:34][CH3:35])=[C:30](O)[CH:29]=5)=[CH:25][C:26](=[O:27])[C:20]4=[C:19]([OH:37])[CH:18]=3)[C@H](O)[C@@H](O)[C@@H]2O)[C@H](O)[C@H](O)[C@H]1O.[C:44](=O)([O-])[O-:45].[K+].[K+].IC.C(OCC)(=O)C, predict the reaction product. The product is: [OH:37][C:19]1[CH:18]=[C:17]([OH:16])[CH:22]=[C:21]2[C:20]=1[C:26](=[O:27])[CH:25]=[C:24]([C:28]1[CH:33]=[CH:32][C:31]([O:34][CH3:35])=[C:30]([O:45][CH3:44])[CH:29]=1)[O:23]2.